Predict the reaction yield, written as a fraction of the theoretical maximum amount of product (1.0 means a 100% yield; for example, 0.34 means a 34% yield). From a dataset of Reaction yield outcomes from USPTO patents with 853,638 reactions. (1) The reactants are C(=O)([O-])[O-].[K+].[K+].[I-].[K+].[CH3:9][O:10][C:11](=[O:20])[C:12]1[CH:17]=[CH:16][C:15]([OH:18])=[C:14]([CH3:19])[CH:13]=1.[C:21]([O:25][C:26](=[O:31])[CH2:27][CH2:28][CH2:29]Br)([CH3:24])([CH3:23])[CH3:22]. The catalyst is CC(C)=O. The product is [CH3:9][O:10][C:11](=[O:20])[C:12]1[CH:17]=[CH:16][C:15]([O:18][CH2:29][CH2:28][CH2:27][C:26]([O:25][C:21]([CH3:24])([CH3:23])[CH3:22])=[O:31])=[C:14]([CH3:19])[CH:13]=1. The yield is 0.760. (2) The reactants are Cl.Cl.[NH2:3][CH2:4][CH2:5][S:6][S:7][CH2:8][CH2:9][NH2:10].C(N(CC)CC)C.[CH3:18][C:19]([O:22][C:23](O[C:23]([O:22][C:19]([CH3:21])([CH3:20])[CH3:18])=[O:24])=[O:24])([CH3:21])[CH3:20]. The catalyst is CO. The product is [NH2:3][CH2:4][CH2:5][S:6][S:7][CH2:8][CH2:9][NH:10][C:23](=[O:24])[O:22][C:19]([CH3:21])([CH3:20])[CH3:18]. The yield is 0.440. (3) The reactants are [CH:1]1([C:6]2([CH2:14][CH2:15][C:16]3[CH:21]=[CH:20][C:19]([O:22]C(=O)C)=[C:18]([CH2:26][CH3:27])[CH:17]=3)[CH2:11][C:10](=[O:12])[CH2:9][C:8](=[O:13])[O:7]2)[CH2:5][CH2:4][CH2:3][CH2:2]1.C(=O)([O-])[O-].[K+].[K+]. The catalyst is CO. The product is [CH:1]1([C:6]2([CH2:14][CH2:15][C:16]3[CH:21]=[CH:20][C:19]([OH:22])=[C:18]([CH2:26][CH3:27])[CH:17]=3)[O:7][C:8](=[O:13])[CH2:9][C:10](=[O:12])[CH2:11]2)[CH2:5][CH2:4][CH2:3][CH2:2]1. The yield is 0.590. (4) The reactants are [Cl:1][C:2]1[C:7]([CH2:8][C:9]([O:11][CH3:12])=[O:10])=[C:6]([Cl:13])[N:5]=[C:4]([CH2:14][C:15]2[CH:20]=[CH:19][C:18]([N+:21]([O-])=O)=[CH:17][CH:16]=2)[N:3]=1. The catalyst is C1COCC1.[Pd]. The product is [NH2:21][C:18]1[CH:17]=[CH:16][C:15]([CH2:14][C:4]2[N:5]=[C:6]([Cl:13])[C:7]([CH2:8][C:9]([O:11][CH3:12])=[O:10])=[C:2]([Cl:1])[N:3]=2)=[CH:20][CH:19]=1. The yield is 0.720. (5) The reactants are [S:1]1[C:5]2[CH:6]=[C:7]([N:10]3[CH2:14][CH2:13][NH:12][C:11]3=[O:15])[CH:8]=[CH:9][C:4]=2[N:3]=[CH:2]1.Br[C:17]1[CH:18]=[N:19][CH:20]=[CH:21][C:22]=1[Cl:23].C1(N)CCCCC1N.P([O-])([O-])([O-])=O.[K+].[K+].[K+]. The catalyst is C(Cl)(Cl)Cl.[Cu](I)I.CO.O1CCOCC1. The product is [S:1]1[C:5]2[CH:6]=[C:7]([N:10]3[CH2:14][CH2:13][N:12]([C:17]4[CH:18]=[N:19][CH:20]=[CH:21][C:22]=4[Cl:23])[C:11]3=[O:15])[CH:8]=[CH:9][C:4]=2[N:3]=[CH:2]1. The yield is 0.600. (6) The reactants are [F:1][C:2]([F:7])([F:6])[CH:3]([OH:5])[CH3:4].[H-].[Na+].[N:10]1[CH:15]=[CH:14][CH:13]=[C:12]([C:16]([O-:18])=[O:17])[CH:11]=1.[CH2:19]1COCC1. No catalyst specified. The product is [F:1][C:2]([F:7])([F:6])[CH:3]([O:5][CH2:19][C:15]1[N:10]=[CH:11][C:12]([C:16]([OH:18])=[O:17])=[CH:13][CH:14]=1)[CH3:4]. The yield is 0.460.